Dataset: Cav3 T-type calcium channel HTS with 100,875 compounds. Task: Binary Classification. Given a drug SMILES string, predict its activity (active/inactive) in a high-throughput screening assay against a specified biological target. (1) The drug is O=C(Nc1ccccc1)C1CCN(CC1)C(=O)c1ccccc1. The result is 0 (inactive). (2) The compound is s1c(N(CC(C)C)C(=O)c2nn(c(=O)cc2)C)nc2c1cccc2. The result is 0 (inactive).